From a dataset of NCI-60 drug combinations with 297,098 pairs across 59 cell lines. Regression. Given two drug SMILES strings and cell line genomic features, predict the synergy score measuring deviation from expected non-interaction effect. (1) Drug 1: C1CN(P(=O)(OC1)NCCCl)CCCl. Drug 2: CC12CCC3C(C1CCC2OP(=O)(O)O)CCC4=C3C=CC(=C4)OC(=O)N(CCCl)CCCl.[Na+]. Cell line: OVCAR3. Synergy scores: CSS=4.55, Synergy_ZIP=6.24, Synergy_Bliss=13.9, Synergy_Loewe=-19.9, Synergy_HSA=2.90. (2) Drug 1: C1=CC=C(C(=C1)C(C2=CC=C(C=C2)Cl)C(Cl)Cl)Cl. Synergy scores: CSS=16.1, Synergy_ZIP=-4.46, Synergy_Bliss=5.68, Synergy_Loewe=-26.2, Synergy_HSA=2.22. Cell line: A498. Drug 2: CCC1(C2=C(COC1=O)C(=O)N3CC4=CC5=C(C=CC(=C5CN(C)C)O)N=C4C3=C2)O.Cl. (3) Drug 1: CCN(CC)CCCC(C)NC1=C2C=C(C=CC2=NC3=C1C=CC(=C3)Cl)OC. Drug 2: CCC1(C2=C(COC1=O)C(=O)N3CC4=CC5=C(C=CC(=C5CN(C)C)O)N=C4C3=C2)O.Cl. Cell line: NCIH23. Synergy scores: CSS=42.8, Synergy_ZIP=-11.7, Synergy_Bliss=-2.32, Synergy_Loewe=-18.1, Synergy_HSA=-1.75. (4) Drug 1: CC1=C2C(C(=O)C3(C(CC4C(C3C(C(C2(C)C)(CC1OC(=O)C(C(C5=CC=CC=C5)NC(=O)C6=CC=CC=C6)O)O)OC(=O)C7=CC=CC=C7)(CO4)OC(=O)C)O)C)OC(=O)C. Drug 2: CS(=O)(=O)CCNCC1=CC=C(O1)C2=CC3=C(C=C2)N=CN=C3NC4=CC(=C(C=C4)OCC5=CC(=CC=C5)F)Cl. Cell line: HL-60(TB). Synergy scores: CSS=31.3, Synergy_ZIP=17.5, Synergy_Bliss=15.3, Synergy_Loewe=-2.33, Synergy_HSA=13.6. (5) Drug 1: COC1=CC(=CC(=C1O)OC)C2C3C(COC3=O)C(C4=CC5=C(C=C24)OCO5)OC6C(C(C7C(O6)COC(O7)C8=CC=CS8)O)O. Drug 2: C1CC(=O)NC(=O)C1N2C(=O)C3=CC=CC=C3C2=O. Cell line: HOP-62. Synergy scores: CSS=27.0, Synergy_ZIP=0.354, Synergy_Bliss=0.270, Synergy_Loewe=-35.8, Synergy_HSA=1.27. (6) Drug 1: CCN(CC)CCNC(=O)C1=C(NC(=C1C)C=C2C3=C(C=CC(=C3)F)NC2=O)C. Drug 2: C(CCl)NC(=O)N(CCCl)N=O. Cell line: NCIH23. Synergy scores: CSS=2.99, Synergy_ZIP=-4.22, Synergy_Bliss=-2.98, Synergy_Loewe=-6.39, Synergy_HSA=-4.66. (7) Drug 1: C1=CC(=CC=C1CCCC(=O)O)N(CCCl)CCCl. Drug 2: CC1=C(C(=O)C2=C(C1=O)N3CC4C(C3(C2COC(=O)N)OC)N4)N. Cell line: NCIH23. Synergy scores: CSS=67.9, Synergy_ZIP=-1.99, Synergy_Bliss=-3.06, Synergy_Loewe=-1.53, Synergy_HSA=1.51. (8) Drug 1: CC1=C(C=C(C=C1)NC2=NC=CC(=N2)N(C)C3=CC4=NN(C(=C4C=C3)C)C)S(=O)(=O)N.Cl. Drug 2: C1C(C(OC1N2C=C(C(=O)NC2=O)F)CO)O. Cell line: NCI-H460. Synergy scores: CSS=51.4, Synergy_ZIP=0.456, Synergy_Bliss=-1.90, Synergy_Loewe=-18.6, Synergy_HSA=-3.05.